This data is from Full USPTO retrosynthesis dataset with 1.9M reactions from patents (1976-2016). The task is: Predict the reactants needed to synthesize the given product. Given the product [F:1][C:2]([F:17])([F:18])[CH2:3][CH:4]([CH3:16])[CH:5]([C:9]1[CH:10]=[CH:11][C:12]([CH3:15])=[CH:13][CH:14]=1)[C:6]([O:8][C:23]([CH3:26])([CH3:25])[CH3:24])=[O:7], predict the reactants needed to synthesize it. The reactants are: [F:1][C:2]([F:18])([F:17])[CH2:3][CH:4]([CH3:16])[CH:5]([C:9]1[CH:14]=[CH:13][C:12]([CH3:15])=[CH:11][CH:10]=1)[C:6]([OH:8])=[O:7].ClC(Cl)(Cl)C(=N)O[C:23]([CH3:26])([CH3:25])[CH3:24].C1CCCCC1.C(OCC)(=O)C.C(=O)(O)[O-].[Na+].